This data is from Full USPTO retrosynthesis dataset with 1.9M reactions from patents (1976-2016). The task is: Predict the reactants needed to synthesize the given product. (1) Given the product [NH2:11][C:9]1[N:8]=[CH:7][N:6]=[C:5]2[N:4]([CH:27]([C:25]3[C:24]([O:30][CH2:31][CH3:32])=[C:23]([CH:33]4[CH2:34][N:35]([C:37]([O:39][C:40]([CH3:42])([CH3:41])[CH3:43])=[O:38])[CH2:36]4)[C:22]([F:44])=[C:21]([Cl:20])[CH:26]=3)[CH3:28])[N:3]=[C:2]([CH3:1])[C:10]=12, predict the reactants needed to synthesize it. The reactants are: [CH3:1][C:2]1[C:10]2[C:5](=[N:6][CH:7]=[N:8][C:9]=2[NH2:11])[NH:4][N:3]=1.C(=O)([O-])[O-].[Cs+].[Cs+].[I-].[K+].[Cl:20][C:21]1[C:22]([F:44])=[C:23]([CH:33]2[CH2:36][N:35]([C:37]([O:39][C:40]([CH3:43])([CH3:42])[CH3:41])=[O:38])[CH2:34]2)[C:24]([O:30][CH2:31][CH3:32])=[C:25]([CH:27](Cl)[CH3:28])[CH:26]=1. (2) Given the product [N:5]1([C:14]2[CH:19]=[CH:18][C:17]([C:20](=[O:28])[C:21](=[N:1][OH:3])[C:22]3[CH:23]=[N:24][CH:25]=[CH:26][CH:27]=3)=[CH:16][CH:15]=2)[C:9]2=[N:10][CH:11]=[CH:12][CH:13]=[C:8]2[CH:7]=[CH:6]1, predict the reactants needed to synthesize it. The reactants are: [N:1]([O-:3])=O.[Na+].[N:5]1([C:14]2[CH:19]=[CH:18][C:17]([C:20](=[O:28])[CH2:21][C:22]3[CH:23]=[N:24][CH:25]=[CH:26][CH:27]=3)=[CH:16][CH:15]=2)[C:9]2=[N:10][CH:11]=[CH:12][CH:13]=[C:8]2[CH:7]=[CH:6]1.C(O)(=O)C. (3) The reactants are: [H-].[Na+].[CH2:3]([N:7]1[C:11]([C:12]2[CH:17]=[CH:16][N:15]=[CH:14][CH:13]=2)=[C:10]([C:18]([O:20]CC)=O)[CH:9]=[N:8]1)[CH:4]([CH3:6])[CH3:5].O[N:24]=[C:25]([C:27]1[CH:32]=[CH:31][C:30]([CH2:33][OH:34])=[CH:29][CH:28]=1)[NH2:26].O. Given the product [CH2:3]([N:7]1[C:11]([C:12]2[CH:13]=[CH:14][N:15]=[CH:16][CH:17]=2)=[C:10]([C:18]2[O:20][N:26]=[C:25]([C:27]3[CH:32]=[CH:31][C:30]([CH2:33][OH:34])=[CH:29][CH:28]=3)[N:24]=2)[CH:9]=[N:8]1)[CH:4]([CH3:5])[CH3:6], predict the reactants needed to synthesize it.